Dataset: Full USPTO retrosynthesis dataset with 1.9M reactions from patents (1976-2016). Task: Predict the reactants needed to synthesize the given product. Given the product [CH3:23][O:22][C:19]1[CH:18]=[CH:17][C:16]([C:12]2[CH:11]=[C:10]3[C:15]([C:7]([C:48]4[CH:49]=[CH:50][C:45]([C:43]([O:42][CH2:40][CH3:41])=[O:44])=[CH:46][CH:47]=4)=[CH:8][N:9]3[C:24]3[CH:25]=[C:26]([NH:30][CH3:31])[N:27]=[CH:28][N:29]=3)=[CH:14][CH:13]=2)=[CH:21][CH:20]=1, predict the reactants needed to synthesize it. The reactants are: CN(C=O)C.Br[C:7]1[C:15]2[C:10](=[CH:11][C:12]([C:16]3[CH:21]=[CH:20][C:19]([O:22][CH3:23])=[CH:18][CH:17]=3)=[CH:13][CH:14]=2)[N:9]([C:24]2[N:29]=[CH:28][N:27]=[C:26]([NH:30][CH3:31])[CH:25]=2)[CH:8]=1.[O-]P([O-])([O-])=O.[K+].[K+].[K+].[CH2:40]([O:42][C:43]([C:45]1[CH:50]=[CH:49][C:48](B(O)O)=[CH:47][CH:46]=1)=[O:44])[CH3:41].